This data is from Catalyst prediction with 721,799 reactions and 888 catalyst types from USPTO. The task is: Predict which catalyst facilitates the given reaction. (1) Reactant: [CH:1]1([C:4]([NH:6][C:7]2[CH:12]=[C:11]([O:13][C:14]3[C:19]([F:20])=[CH:18][C:17]([NH:21][C:22]([C:24]4[C:25](=[O:40])[N:26]([C:33]5[CH:38]=[CH:37][C:36]([F:39])=[CH:35][CH:34]=5)[CH:27]=[CH:28][C:29]=4[O:30][CH2:31][CH3:32])=[O:23])=[C:16]([F:41])[CH:15]=3)[CH:10]=[CH:9][N:8]=2)=[O:5])[CH2:3][CH2:2]1.[CH3:42][S:43]([OH:46])(=[O:45])=[O:44].CCOCC. Product: [CH3:42][S:43]([OH:46])(=[O:45])=[O:44].[CH:1]1([C:4]([NH:6][C:7]2[CH:12]=[C:11]([O:13][C:14]3[C:19]([F:20])=[CH:18][C:17]([NH:21][C:22]([C:24]4[C:25](=[O:40])[N:26]([C:33]5[CH:34]=[CH:35][C:36]([F:39])=[CH:37][CH:38]=5)[CH:27]=[CH:28][C:29]=4[O:30][CH2:31][CH3:32])=[O:23])=[C:16]([F:41])[CH:15]=3)[CH:10]=[CH:9][N:8]=2)=[O:5])[CH2:3][CH2:2]1. The catalyst class is: 23. (2) Reactant: [CH3:1][C:2]1([CH3:16])[C:6]([CH3:8])([CH3:7])[O:5][B:4]([C:9]2[CH:14]=[CH:13][C:12]([OH:15])=[CH:11][CH:10]=2)[O:3]1.[H-].[Na+].[CH3:19][O:20][CH2:21][CH2:22]Br. Product: [CH3:19][O:20][CH2:21][CH2:22][O:15][C:12]1[CH:13]=[CH:14][C:9]([B:4]2[O:3][C:2]([CH3:16])([CH3:1])[C:6]([CH3:7])([CH3:8])[O:5]2)=[CH:10][CH:11]=1. The catalyst class is: 3. (3) Reactant: [OH:1][CH:2]1[CH2:5][N:4]([C:6]([O:8][C:9]([CH3:12])([CH3:11])[CH3:10])=[O:7])[CH2:3]1.N1C=CN=C1.[Si:18](Cl)([C:31]([CH3:34])([CH3:33])[CH3:32])([C:25]1[CH:30]=[CH:29][CH:28]=[CH:27][CH:26]=1)[C:19]1[CH:24]=[CH:23][CH:22]=[CH:21][CH:20]=1.O. Product: [Si:18]([O:1][CH:2]1[CH2:3][N:4]([C:6]([O:8][C:9]([CH3:12])([CH3:11])[CH3:10])=[O:7])[CH2:5]1)([C:31]([CH3:34])([CH3:33])[CH3:32])([C:25]1[CH:26]=[CH:27][CH:28]=[CH:29][CH:30]=1)[C:19]1[CH:24]=[CH:23][CH:22]=[CH:21][CH:20]=1. The catalyst class is: 3. (4) Reactant: C([O:5][C:6]([C:8]1[CH:13]=[C:12](OC2C=CC(NC)=C(N)C=2)[CH:11]=[CH:10][N:9]=1)=[O:7])(C)(C)C.NC(N)=S.IC.C(OC(C1C=C([O:43][C:44]2[CH:65]=[CH:64][C:47]3[N:48]([CH3:63])[C:49]([NH:51][C:52]4[CH:57]=[C:56]([C:58]([F:61])([F:60])[F:59])[CH:55]=[CH:54][C:53]=4[F:62])=[N:50][C:46]=3[CH:45]=2)C=CN=1)=O)(C)(C)C.FC(F)(F)C(O)=O. Product: [F:62][C:53]1[CH:54]=[CH:55][C:56]([C:58]([F:61])([F:60])[F:59])=[CH:57][C:52]=1[NH:51][C:49]1[N:48]([CH3:63])[C:47]2[CH:64]=[CH:65][C:44]([O:43][C:8]3([C:6]([OH:7])=[O:5])[CH:13]=[CH:12][CH:11]=[CH:10][NH:9]3)=[CH:45][C:46]=2[N:50]=1. The catalyst class is: 100. (5) Reactant: FC1C(O)=C(F)C(F)=C(F)C=1F.C1(N=C=NC2CCCCC2)CCCCC1.[Cl:28][C:29]1[CH:30]=[C:31]([CH:55]=[CH:56][CH:57]=1)[O:32][C:33]1[CH:34]=[C:35]2[C:39](=[CH:40][CH:41]=1)[N:38]([C:42]1[CH:47]=[CH:46][C:45]([O:48][CH:49]([CH3:51])[CH3:50])=[CH:44][CH:43]=1)[C:37]([C:52](O)=[O:53])=[CH:36]2.Cl.[CH3:59][O:60][C:61](=[O:64])[CH2:62][NH2:63].CCN(CC)CC. Product: [CH3:59][O:60][C:61](=[O:64])[CH2:62][NH:63][C:52]([C:37]1[N:38]([C:42]2[CH:47]=[CH:46][C:45]([O:48][CH:49]([CH3:50])[CH3:51])=[CH:44][CH:43]=2)[C:39]2[C:35]([CH:36]=1)=[CH:34][C:33]([O:32][C:31]1[CH:55]=[CH:56][CH:57]=[C:29]([Cl:28])[CH:30]=1)=[CH:41][CH:40]=2)=[O:53]. The catalyst class is: 25. (6) Reactant: [CH3:1][O:2][C:3]1[CH:8]=[C:7]([CH3:9])[C:6]([S:10]([N:13]([CH2:15][C:16]2[O:20][N:19]=[C:18]([C:21]([O:23]CC)=O)[N:17]=2)[CH3:14])(=[O:12])=[O:11])=[C:5]([CH3:26])[CH:4]=1.[CH3:27][N:28]1[CH2:33][CH2:32][CH:31]([CH2:34][N:35]2[CH2:40][CH2:39][NH:38][CH2:37][CH2:36]2)[CH2:30][CH2:29]1.C[Al](C)C. Product: [CH3:1][O:2][C:3]1[CH:4]=[C:5]([CH3:26])[C:6]([S:10]([N:13]([CH3:14])[CH2:15][C:16]2[O:20][N:19]=[C:18]([C:21]([N:38]3[CH2:37][CH2:36][N:35]([CH2:34][CH:31]4[CH2:32][CH2:33][N:28]([CH3:27])[CH2:29][CH2:30]4)[CH2:40][CH2:39]3)=[O:23])[N:17]=2)(=[O:11])=[O:12])=[C:7]([CH3:9])[CH:8]=1. The catalyst class is: 26. (7) Product: [CH:17]1[C:16]([N+:19]([O-:21])=[O:20])=[CH:15][CH:14]=[C:13]([S:12][C@@H:10]2[O:11][C@H:6]([CH2:5][OH:4])[C@@H:7]([OH:30])[C@H:8]([OH:26])[C@H:9]2[OH:22])[CH:18]=1. The catalyst class is: 5. Reactant: CC([O:4][CH2:5][C@H:6]1[O:11][C@@H:10]([S:12][C:13]2[CH:18]=[CH:17][C:16]([N+:19]([O-:21])=[O:20])=[CH:15][CH:14]=2)[C@H:9]([O:22]C(C)=O)[C@@H:8]([O:26]C(C)=O)[C@@H:7]1[O:30]C(C)=O)=O.C[O-].[Na+].